Task: Regression. Given two drug SMILES strings and cell line genomic features, predict the synergy score measuring deviation from expected non-interaction effect.. Dataset: NCI-60 drug combinations with 297,098 pairs across 59 cell lines (1) Drug 1: COC1=C(C=C2C(=C1)N=CN=C2NC3=CC(=C(C=C3)F)Cl)OCCCN4CCOCC4. Drug 2: CN(CC1=CN=C2C(=N1)C(=NC(=N2)N)N)C3=CC=C(C=C3)C(=O)NC(CCC(=O)O)C(=O)O. Cell line: PC-3. Synergy scores: CSS=58.6, Synergy_ZIP=6.50, Synergy_Bliss=5.29, Synergy_Loewe=6.55, Synergy_HSA=10.2. (2) Drug 1: C1=CN(C(=O)N=C1N)C2C(C(C(O2)CO)O)O.Cl. Drug 2: CNC(=O)C1=NC=CC(=C1)OC2=CC=C(C=C2)NC(=O)NC3=CC(=C(C=C3)Cl)C(F)(F)F. Cell line: SK-MEL-2. Synergy scores: CSS=43.0, Synergy_ZIP=-1.42, Synergy_Bliss=-2.14, Synergy_Loewe=-20.8, Synergy_HSA=-0.901. (3) Drug 1: C1=CC(=CC=C1C#N)C(C2=CC=C(C=C2)C#N)N3C=NC=N3. Drug 2: C(CN)CNCCSP(=O)(O)O. Cell line: T-47D. Synergy scores: CSS=6.04, Synergy_ZIP=0.194, Synergy_Bliss=0.646, Synergy_Loewe=6.90, Synergy_HSA=0.528. (4) Drug 1: COC1=CC(=CC(=C1O)OC)C2C3C(COC3=O)C(C4=CC5=C(C=C24)OCO5)OC6C(C(C7C(O6)COC(O7)C8=CC=CS8)O)O. Drug 2: C1=CC(=CC=C1CCCC(=O)O)N(CCCl)CCCl. Cell line: LOX IMVI. Synergy scores: CSS=53.0, Synergy_ZIP=0.470, Synergy_Bliss=2.87, Synergy_Loewe=5.09, Synergy_HSA=8.96. (5) Drug 1: COCCOC1=C(C=C2C(=C1)C(=NC=N2)NC3=CC=CC(=C3)C#C)OCCOC. Drug 2: B(C(CC(C)C)NC(=O)C(CC1=CC=CC=C1)NC(=O)C2=NC=CN=C2)(O)O. Cell line: SK-OV-3. Synergy scores: CSS=68.2, Synergy_ZIP=-0.532, Synergy_Bliss=-0.576, Synergy_Loewe=-0.897, Synergy_HSA=3.17. (6) Drug 1: CCC1(CC2CC(C3=C(CCN(C2)C1)C4=CC=CC=C4N3)(C5=C(C=C6C(=C5)C78CCN9C7C(C=CC9)(C(C(C8N6C)(C(=O)OC)O)OC(=O)C)CC)OC)C(=O)OC)O.OS(=O)(=O)O. Drug 2: CC(C)CN1C=NC2=C1C3=CC=CC=C3N=C2N. Cell line: NCI-H226. Synergy scores: CSS=0.463, Synergy_ZIP=-0.916, Synergy_Bliss=-1.36, Synergy_Loewe=-1.51, Synergy_HSA=-0.998. (7) Drug 1: C1=CC(=CC=C1CCC2=CNC3=C2C(=O)NC(=N3)N)C(=O)NC(CCC(=O)O)C(=O)O. Drug 2: CC1C(C(CC(O1)OC2CC(CC3=C2C(=C4C(=C3O)C(=O)C5=C(C4=O)C(=CC=C5)OC)O)(C(=O)CO)O)N)O.Cl. Cell line: SK-OV-3. Synergy scores: CSS=44.3, Synergy_ZIP=-1.16, Synergy_Bliss=-9.21, Synergy_Loewe=16.8, Synergy_HSA=-1.16.